Dataset: Forward reaction prediction with 1.9M reactions from USPTO patents (1976-2016). Task: Predict the product of the given reaction. (1) Given the reactants [CH3:1][O:2][C:3]1[C:8]([C:9]2[CH:14]=[CH:13][CH:12]=[CH:11][CH:10]=2)=[CH:7][C:6](N)=[CH:5][CH:4]=1.S(=O)(=O)(O)[OH:17].N([O-])=O.[Na+], predict the reaction product. The product is: [CH3:1][O:2][C:3]1[C:8]([C:9]2[CH:14]=[CH:13][CH:12]=[CH:11][CH:10]=2)=[CH:7][C:6]([OH:17])=[CH:5][CH:4]=1. (2) Given the reactants [CH3:1][C:2]1[NH:6][N:5]=[C:4]([N:7]2[C:15](=[O:16])[C:14]3[C:9](=[CH:10][CH:11]=[CH:12][CH:13]=3)[C:8]2=[O:17])[CH:3]=1.C(=O)([O-])[O-].[K+].[K+].Cl[CH2:25][C:26]1[CH:31]=[CH:30][CH:29]=[CH:28][C:27]=1[O:32][CH3:33], predict the reaction product. The product is: [CH3:1][C:2]1[N:6]([CH2:25][C:26]2[CH:31]=[CH:30][CH:29]=[CH:28][C:27]=2[O:32][CH3:33])[N:5]=[C:4]([N:7]2[C:15](=[O:16])[C:14]3[C:9](=[CH:10][CH:11]=[CH:12][CH:13]=3)[C:8]2=[O:17])[CH:3]=1.